The task is: Predict which catalyst facilitates the given reaction.. This data is from Catalyst prediction with 721,799 reactions and 888 catalyst types from USPTO. (1) Reactant: [Cl:1][C:2]1[CH:7]=[CH:6][C:5]([C:8]2([C:11]([N:13]3[CH2:17][CH2:16][CH:15]([OH:18])[CH2:14]3)=[O:12])[CH2:10][CH2:9]2)=[CH:4][CH:3]=1.CC(C)=O. Product: [Cl:1][C:2]1[CH:3]=[CH:4][C:5]([C:8]2([C:11]([N:13]3[CH2:17][CH2:16][C:15](=[O:18])[CH2:14]3)=[O:12])[CH2:10][CH2:9]2)=[CH:6][CH:7]=1. The catalyst class is: 6. (2) Reactant: C(O/[CH:6]=[CH:7]/[C:8]1[C:13]([Cl:14])=[CH:12][N:11]=[C:10]([Cl:15])[N:9]=1)CCC.[I-].[NH2:17][N+:18]1[CH:23]=[CH:22][CH:21]=[CH:20][CH:19]=1.C(N(CC)CC)C. Product: [Cl:15][C:10]1[N:9]=[C:8]([C:7]2[CH:6]=[N:17][N:18]3[CH:23]=[CH:22][CH:21]=[CH:20][C:19]=23)[C:13]([Cl:14])=[CH:12][N:11]=1. The catalyst class is: 8. (3) Reactant: C(O[BH-](OC(=O)C)OC(=O)C)(=[O:3])C.[Na+].FC(F)(F)C(O)=O.[Cl:22][C:23]1[CH:24]=[C:25]([NH:30][C:31]2[C:32]3[CH:39]=[C:38]([C:40](=S)[NH:41][CH:42]4[CH2:47][CH2:46][NH:45][CH2:44][CH2:43]4)[S:37][C:33]=3[N:34]=[CH:35][N:36]=2)[CH:26]=[CH:27][C:28]=1[F:29].C(N(CC)C(C)C)(C)C.[S:58]1[CH:62]=[C:61]([CH:63]=O)[N:60]=[N:59]1.[O-]S([O-])(=O)=O.[Mg+2]. Product: [Cl:22][C:23]1[CH:24]=[C:25]([NH:30][C:31]2[C:32]3[CH:39]=[C:38]([C:40]([NH:41][CH:42]4[CH2:47][CH2:46][N:45]([CH2:63][C:61]5[N:60]=[N:59][S:58][CH:62]=5)[CH2:44][CH2:43]4)=[O:3])[S:37][C:33]=3[N:34]=[CH:35][N:36]=2)[CH:26]=[CH:27][C:28]=1[F:29]. The catalyst class is: 7. (4) Reactant: [CH2:1]([O:3][C:4]([C@H:6]1[CH2:11][CH2:10][CH2:9][NH:8][C@H:7]1[C:12]1[CH:17]=[CH:16][C:15]([NH:18][C:19]([O:21][C:22]([CH3:25])([CH3:24])[CH3:23])=[O:20])=[CH:14][CH:13]=1)=[O:5])[CH3:2].CCN(CC)CC.[CH3:33][C:34]1[CH:42]=[CH:41][CH:40]=[CH:39][C:35]=1[C:36](Cl)=[O:37]. Product: [CH2:1]([O:3][C:4]([C@H:6]1[CH2:11][CH2:10][CH2:9][N:8]([C:36](=[O:37])[C:35]2[CH:39]=[CH:40][CH:41]=[CH:42][C:34]=2[CH3:33])[C@H:7]1[C:12]1[CH:13]=[CH:14][C:15]([NH:18][C:19]([O:21][C:22]([CH3:24])([CH3:23])[CH3:25])=[O:20])=[CH:16][CH:17]=1)=[O:5])[CH3:2]. The catalyst class is: 2. (5) The catalyst class is: 3. Reactant: [C:1]([O:5][C:6]([NH:8][C@@H:9]([CH2:14][C:15]1[C:23]2[C:18](=[CH:19][CH:20]=[CH:21][CH:22]=2)[NH:17][CH:16]=1)[C:10]([O:12][CH3:13])=[O:11])=[O:7])([CH3:4])([CH3:3])[CH3:2].C(=O)([O-])[O-].[Cs+].[Cs+].Br[CH2:31][C:32]([O:34][C:35]([CH3:38])([CH3:37])[CH3:36])=[O:33]. Product: [C:35]([O:34][C:32](=[O:33])[CH2:31][N:17]1[C:18]2[C:23](=[CH:22][CH:21]=[CH:20][CH:19]=2)[C:15]([CH2:14][C@H:9]([NH:8][C:6]([O:5][C:1]([CH3:4])([CH3:2])[CH3:3])=[O:7])[C:10]([O:12][CH3:13])=[O:11])=[CH:16]1)([CH3:38])([CH3:37])[CH3:36]. (6) Reactant: [CH2:1]([O:8][C:9]1[C:14]([CH2:15][N:16]2[CH2:25][CH2:24][C:23]3[C:18](=[C:19]([Cl:34])[C:20]([CH:27]([O:32][CH3:33])[C:28](OC)=[O:29])=[CH:21][C:22]=3[Cl:26])[C:17]2=[O:35])=[C:13]([CH3:36])[CH:12]=[C:11]([CH3:37])[N:10]=1)[C:2]1[CH:7]=[CH:6][CH:5]=[CH:4][CH:3]=1.[BH4-].[Li+]. Product: [CH2:1]([O:8][C:9]1[C:14]([CH2:15][N:16]2[CH2:25][CH2:24][C:23]3[C:18](=[C:19]([Cl:34])[C:20]([CH:27]([O:32][CH3:33])[CH2:28][OH:29])=[CH:21][C:22]=3[Cl:26])[C:17]2=[O:35])=[C:13]([CH3:36])[CH:12]=[C:11]([CH3:37])[N:10]=1)[C:2]1[CH:7]=[CH:6][CH:5]=[CH:4][CH:3]=1. The catalyst class is: 7. (7) Reactant: Cl[C:2]1[NH:6][C:5]2[CH:7]=[CH:8][CH:9]=[CH:10][C:4]=2[N:3]=1.[NH:11]1[CH2:14][CH2:13][CH2:12]1.O. Product: [N:11]1([C:2]2[NH:6][C:5]3[CH:7]=[CH:8][CH:9]=[CH:10][C:4]=3[N:3]=2)[CH2:14][CH2:13][CH2:12]1. The catalyst class is: 20.